This data is from Peptide-MHC class I binding affinity with 185,985 pairs from IEDB/IMGT. The task is: Regression. Given a peptide amino acid sequence and an MHC pseudo amino acid sequence, predict their binding affinity value. This is MHC class I binding data. The binding affinity (normalized) is 0.696. The MHC is HLA-A11:01 with pseudo-sequence HLA-A11:01. The peptide sequence is MSYTMCSGK.